From a dataset of Reaction yield outcomes from USPTO patents with 853,638 reactions. Predict the reaction yield, written as a fraction of the theoretical maximum amount of product (1.0 means a 100% yield; for example, 0.34 means a 34% yield). (1) The reactants are [CH2:1]([O:3][C:4]([C:6]([CH3:31])([CH3:30])[CH:7]([C:9]1[C:18]([O:19][CH3:20])=[C:17]2[C:12]([CH:13]=[N:14][C:15]([NH:21][CH3:22])=[N:16]2)=[C:11]([C:23]2[CH:28]=[CH:27][CH:26]=[C:25]([Cl:29])[CH:24]=2)[CH:10]=1)O)=[O:5])[CH3:2].C([SiH](CC)CC)C.C(=O)([O-])O.[Na+]. The catalyst is FC(F)(F)C(O)=O. The product is [Cl:29][C:25]1[CH:24]=[C:23]([C:11]2[CH:10]=[C:9]([CH2:7][C:6]([C:4]([O:3][CH2:1][CH3:2])=[O:5])([CH3:31])[CH3:30])[C:18]([O:19][CH3:20])=[C:17]3[C:12]=2[CH2:13][NH:14][C:15]([NH:21][CH3:22])=[N:16]3)[CH:28]=[CH:27][CH:26]=1. The yield is 0.700. (2) The reactants are [F-].C([N+](CCCC)(CCCC)CCCC)CCC.[C:19]1([C:56]2[CH:61]=[CH:60][CH:59]=[CH:58][CH:57]=2)[CH:24]=[CH:23][C:22]([CH2:25][CH2:26][CH:27]([O:46][CH2:47][C:48]2[CH:53]=[CH:52][C:51]([O:54][CH3:55])=[CH:50][CH:49]=2)[CH:28]([CH2:36][CH2:37][O:38][Si](C(C)(C)C)(C)C)[C:29]([O:31][C:32]([CH3:35])([CH3:34])[CH3:33])=[O:30])=[CH:21][CH:20]=1. The catalyst is O1CCCC1. The product is [C:19]1([C:56]2[CH:57]=[CH:58][CH:59]=[CH:60][CH:61]=2)[CH:20]=[CH:21][C:22]([CH2:25][CH2:26][CH:27]([O:46][CH2:47][C:48]2[CH:49]=[CH:50][C:51]([O:54][CH3:55])=[CH:52][CH:53]=2)[CH:28]([CH2:36][CH2:37][OH:38])[C:29]([O:31][C:32]([CH3:35])([CH3:34])[CH3:33])=[O:30])=[CH:23][CH:24]=1. The yield is 0.580. (3) The reactants are [OH:1][CH2:2][CH2:3][CH2:4][CH2:5][CH2:6][CH2:7][CH2:8][CH2:9][CH2:10][CH2:11][CH2:12][C:13]([OH:15])=[O:14].[C:16](Cl)(=O)[CH3:17]. The catalyst is C(O)C. The product is [OH:1][CH2:2][CH2:3][CH2:4][CH2:5][CH2:6][CH2:7][CH2:8][CH2:9][CH2:10][CH2:11][CH2:12][C:13]([O:15][CH2:16][CH3:17])=[O:14]. The yield is 0.960. (4) The reactants are C(O[C:6](=O)[N:7]([CH2:9][CH2:10][CH2:11][C:12]1[CH:17]=[CH:16][C:15]([F:18])=[CH:14][CH:13]=1)C)(C)(C)C.FC(F)(F)C(O)=O. The catalyst is ClCCl. The product is [F:18][C:15]1[CH:14]=[CH:13][C:12]([CH2:11][CH2:10][CH2:9][NH:7][CH3:6])=[CH:17][CH:16]=1. The yield is 0.720. (5) The reactants are [C:1]([O:10][CH:11]([CH3:13])[CH3:12])(=[O:9])[CH2:2][C:3]([O:5][CH:6]([CH3:8])[CH3:7])=[O:4].[H-].[Na+].[N+:16]([C:19]1[CH:26]=[CH:25][C:22]([CH2:23]Br)=[CH:21][CH:20]=1)([O-:18])=[O:17]. The catalyst is CN(C=O)C. The product is [N+:16]([C:19]1[CH:26]=[CH:25][C:22]([CH2:23][CH:2]([C:3]([O:5][CH:6]([CH3:7])[CH3:8])=[O:4])[C:1]([O:10][CH:11]([CH3:13])[CH3:12])=[O:9])=[CH:21][CH:20]=1)([O-:18])=[O:17]. The yield is 0.670. (6) The reactants are [C:1]1([CH:7]2[S:12][CH2:11][CH2:10][CH2:9][S:8]2)[CH:6]=[CH:5][CH:4]=[CH:3][CH:2]=1.[CH2:13]([Li])[CH2:14][CH2:15][CH3:16].[CH2:18]1[CH2:22][O:21][CH2:20][CH2:19]1. No catalyst specified. The product is [C:18]1([CH2:19][CH:20]([C:7]2([C:1]3[CH:2]=[CH:3][CH:4]=[CH:5][CH:6]=3)[S:8][CH2:9][CH2:10][CH2:11][S:12]2)[OH:21])[CH:22]=[CH:16][CH:15]=[CH:14][CH:13]=1. The yield is 0.710.